From a dataset of Full USPTO retrosynthesis dataset with 1.9M reactions from patents (1976-2016). Predict the reactants needed to synthesize the given product. Given the product [CH:1]1([CH2:7][C:8]2[S:12][C:11]([NH:13][C:14](=[O:27])[C:15]3[CH:16]=[C:17]([OH:25])[C:18]([OH:23])=[C:19]([OH:21])[CH:20]=3)=[N:10][C:9]=2[C:28]2[CH:33]=[CH:32][C:31]([OH:34])=[CH:30][CH:29]=2)[CH2:6][CH2:5][CH2:4][CH2:3][CH2:2]1, predict the reactants needed to synthesize it. The reactants are: [CH:1]1([CH2:7][C:8]2[S:12][C:11]([NH:13][C:14](=[O:27])[C:15]3[CH:20]=[C:19]([O:21]C)[C:18]([O:23]C)=[C:17]([O:25]C)[CH:16]=3)=[N:10][C:9]=2[C:28]2[CH:33]=[CH:32][C:31]([OH:34])=[CH:30][CH:29]=2)[CH2:6][CH2:5][CH2:4][CH2:3][CH2:2]1.B(Br)(Br)Br.